From a dataset of Catalyst prediction with 721,799 reactions and 888 catalyst types from USPTO. Predict which catalyst facilitates the given reaction. (1) Reactant: [O:1]1[CH:5]=[CH:4][CH:3]=[C:2]1[C:6]1[O:7][C:8]([CH3:36])=[C:9]([CH2:11][O:12][C:13]2[CH:33]=[CH:32][C:16]([CH2:17][O:18][C:19]3[C:23]([CH:24]=O)=[CH:22][N:21]([C:26]4[CH:31]=[CH:30][CH:29]=[CH:28][CH:27]=4)[N:20]=3)=[CH:15][C:14]=2[O:34][CH3:35])[N:10]=1.Cl.NO.[N:40]1C=CC=CC=1.C(O)C. Product: [O:1]1[CH:5]=[CH:4][CH:3]=[C:2]1[C:6]1[O:7][C:8]([CH3:36])=[C:9]([CH2:11][O:12][C:13]2[CH:33]=[CH:32][C:16]([CH2:17][O:18][C:19]3[C:23]([C:24]#[N:40])=[CH:22][N:21]([C:26]4[CH:27]=[CH:28][CH:29]=[CH:30][CH:31]=4)[N:20]=3)=[CH:15][C:14]=2[O:34][CH3:35])[N:10]=1. The catalyst class is: 6. (2) Reactant: [F:1][C:2]1[CH:7]=[CH:6][C:5]([C:8](=O)[C:9](=[CH:18][OH:19])[CH2:10][CH2:11][N:12]2[CH2:17][CH2:16][CH2:15][CH2:14][CH2:13]2)=[CH:4][CH:3]=1.[ClH:21].[NH2:22]O. Product: [ClH:21].[F:1][C:2]1[CH:7]=[CH:6][C:5]([C:8]2[C:9]([CH2:10][CH2:11][N:12]3[CH2:17][CH2:16][CH2:15][CH2:14][CH2:13]3)=[CH:18][O:19][N:22]=2)=[CH:4][CH:3]=1. The catalyst class is: 8. (3) Product: [NH2:8][C:9]1[CH:18]=[C:17]([F:19])[C:12]([C:13]([O:15][CH3:16])=[O:14])=[C:11]([Cl:20])[CH:10]=1. The catalyst class is: 4. Reactant: C(OC([NH:8][C:9]1[CH:18]=[C:17]([F:19])[C:12]([C:13]([O:15][CH3:16])=[O:14])=[C:11]([Cl:20])[CH:10]=1)=O)(C)(C)C.C(O)(C(F)(F)F)=O. (4) Reactant: [NH:1]1[C:9]2[C:4](=[CH:5][CH:6]=[C:7]([NH:10][C:11]3[C:12]4[CH:30]=[CH:29][N:28](S(C5C=CC(C)=CC=5)(=O)=O)[C:13]=4[N:14]=[C:15]([NH:17][C:18]4[CH:23]=[CH:22][C:21]([S:24]([NH2:27])(=[O:26])=[O:25])=[CH:20][CH:19]=4)[N:16]=3)[CH:8]=2)[CH:3]=[N:2]1.[OH-].[K+]. Product: [NH:1]1[C:9]2[C:4](=[CH:5][CH:6]=[C:7]([NH:10][C:11]3[C:12]4[CH:30]=[CH:29][NH:28][C:13]=4[N:14]=[C:15]([NH:17][C:18]4[CH:19]=[CH:20][C:21]([S:24]([NH2:27])(=[O:26])=[O:25])=[CH:22][CH:23]=4)[N:16]=3)[CH:8]=2)[CH:3]=[N:2]1. The catalyst class is: 12. (5) Reactant: Cl.[NH2:2][C@H:3]1[CH2:8][CH2:7][CH2:6][CH2:5][C@H:4]1[C:9]([O:11][CH2:12][CH3:13])=[O:10].CCN(CC)CC.[Cl:21][C:22]1[C:31]2[C:26](=[CH:27][CH:28]=[C:29]([S:32](Cl)(=[O:34])=[O:33])[CH:30]=2)[C:25]([Cl:36])=[CH:24][N:23]=1. Product: [Cl:21][C:22]1[C:31]2[C:26](=[CH:27][CH:28]=[C:29]([S:32]([NH:2][C@H:3]3[CH2:8][CH2:7][CH2:6][CH2:5][C@H:4]3[C:9]([O:11][CH2:12][CH3:13])=[O:10])(=[O:34])=[O:33])[CH:30]=2)[C:25]([Cl:36])=[CH:24][N:23]=1. The catalyst class is: 2.